From a dataset of Forward reaction prediction with 1.9M reactions from USPTO patents (1976-2016). Predict the product of the given reaction. (1) Given the reactants [Cl:1][C:2]1[CH:9]=[C:8]([N:10]([CH2:20][C:21]2[CH:26]=[CH:25][CH:24]=[CH:23][C:22]=2[CH3:27])[C@H:11]2[CH2:15][C:14](=[O:16])[N:13]([CH2:17][CH:18]=[O:19])[CH2:12]2)[CH:7]=[CH:6][C:3]=1[C:4]#[N:5].[BH4-].[Na+], predict the reaction product. The product is: [Cl:1][C:2]1[CH:9]=[C:8]([N:10]([C@H:11]2[CH2:15][C:14](=[O:16])[N:13]([CH2:17][CH2:18][OH:19])[CH2:12]2)[CH2:20][C:21]2[CH:26]=[CH:25][CH:24]=[CH:23][C:22]=2[CH3:27])[CH:7]=[CH:6][C:3]=1[C:4]#[N:5]. (2) The product is: [F:24][C:25]([F:36])([F:35])[C:26]([NH:18][C:16]1[S:17][C:13]([C:9]2[CH:10]=[CH:11][CH:12]=[C:7]([O:6][C:5]3[CH:19]=[CH:20][CH:21]=[C:3]([C:2]([F:22])([F:1])[F:23])[CH:4]=3)[CH:8]=2)=[N:14][N:15]=1)=[O:27]. Given the reactants [F:1][C:2]([F:23])([F:22])[C:3]1[CH:4]=[C:5]([CH:19]=[CH:20][CH:21]=1)[O:6][C:7]1[CH:8]=[C:9]([C:13]2[S:17][C:16]([NH2:18])=[N:15][N:14]=2)[CH:10]=[CH:11][CH:12]=1.[F:24][C:25]([F:36])([F:35])[C:26](O[C:26](=[O:27])[C:25]([F:36])([F:35])[F:24])=[O:27], predict the reaction product.